This data is from Reaction yield outcomes from USPTO patents with 853,638 reactions. The task is: Predict the reaction yield, written as a fraction of the theoretical maximum amount of product (1.0 means a 100% yield; for example, 0.34 means a 34% yield). (1) The catalyst is CN(C=O)C.O. The product is [CH:19]1[C:14]2[CH2:13][C@H:12]3[N:2]([CH2:1][CH:23]4[CH2:26][CH2:25][CH2:24]4)[CH2:3][CH2:4][C@:5]45[C@H:6]([C@@H:7]([OH:8])[CH2:9][CH2:10][C@@:11]34[OH:22])[O:21][C:16]([C:15]=25)=[C:17]([OH:20])[CH:18]=1. The yield is 0.955. The reactants are [CH3:1][N:2]1[C@@H:12]2[CH2:13][C:14]3[CH:19]=[CH:18][C:17]([OH:20])=[C:16]4[O:21][C@H:6]5[C:7]([CH:9]=[CH:10][C@:11]2([OH:22])[C@:5]5([C:15]=34)[CH2:4][CH2:3]1)=[O:8].[CH:23]1(C=O)[CH2:26][CH2:25][CH2:24]1.C(O[BH-](OC(=O)C)OC(=O)C)(=O)C.[Na+].C(O)(=O)C. (2) The reactants are [OH:1][C:2]1([CH:8]([C:23]2[CH:28]=[CH:27][CH:26]=[C:25]([C:29]#[C:30][Si](C)(C)C)[CH:24]=2)[CH2:9][N:10]2[CH2:15][CH2:14][N:13]([C:16]([O:18][C:19]([CH3:22])([CH3:21])[CH3:20])=[O:17])[CH2:12][CH2:11]2)[CH2:7][CH2:6][CH2:5][CH2:4][CH2:3]1.C(=O)([O-])[O-].[K+].[K+]. The catalyst is CO. The product is [C:29]([C:25]1[CH:24]=[C:23]([CH:8]([C:2]2([OH:1])[CH2:7][CH2:6][CH2:5][CH2:4][CH2:3]2)[CH2:9][N:10]2[CH2:11][CH2:12][N:13]([C:16]([O:18][C:19]([CH3:22])([CH3:21])[CH3:20])=[O:17])[CH2:14][CH2:15]2)[CH:28]=[CH:27][CH:26]=1)#[CH:30]. The yield is 0.800. (3) The reactants are [C:1]([C:3]1[CH:4]=[C:5]2[C:10](=[CH:11][C:12]=1[O:13][CH3:14])[N:9]=[CH:8][CH:7]=[C:6]2[O:15][C:16]1[CH:21]=[CH:20][C:19]([CH2:22][C:23](O)=[O:24])=[CH:18][CH:17]=1)#[N:2].C(OC([N:33]([CH2:37][C:38]1[CH:39]=[C:40]([CH:42]=[C:43]([CH3:45])[CH:44]=1)[NH2:41])[CH:34]1[CH2:36][CH2:35]1)=O)(C)(C)C.FC(F)(F)C(O)=O. No catalyst specified. The product is [CH:34]1([NH:33][CH2:37][C:38]2[CH:39]=[C:40]([NH:41][C:23](=[O:24])[CH2:22][C:19]3[CH:18]=[CH:17][C:16]([O:15][C:6]4[C:5]5[C:10](=[CH:11][C:12]([O:13][CH3:14])=[C:3]([C:1]#[N:2])[CH:4]=5)[N:9]=[CH:8][CH:7]=4)=[CH:21][CH:20]=3)[CH:42]=[C:43]([CH3:45])[CH:44]=2)[CH2:36][CH2:35]1. The yield is 0.480. (4) The reactants are Br[C:2]1[C:3](=[O:13])[C:4]2[C:9]([C:10](=[O:12])[CH:11]=1)=[CH:8][CH:7]=[CH:6][CH:5]=2.[CH3:14][O:15][C:16]1[CH:23]=[CH:22][C:19]([CH2:20][NH2:21])=[CH:18][CH:17]=1. The catalyst is CCO. The product is [CH3:14][O:15][C:16]1[CH:23]=[CH:22][C:19]([CH2:20][NH:21][C:2]2[C:3](=[O:13])[C:4]3[C:9]([C:10](=[O:12])[CH:11]=2)=[CH:8][CH:7]=[CH:6][CH:5]=3)=[CH:18][CH:17]=1. The yield is 0.550.